Dataset: Reaction yield outcomes from USPTO patents with 853,638 reactions. Task: Predict the reaction yield, written as a fraction of the theoretical maximum amount of product (1.0 means a 100% yield; for example, 0.34 means a 34% yield). (1) The reactants are C([O:8][C:9]1[CH:14]=[CH:13][C:12]([C@H:15]2[N:18]([C:19]3[CH:24]=[CH:23][C:22]([F:25])=[CH:21][CH:20]=3)[C:17](=[O:26])[C@@H:16]2[CH2:27][CH2:28][C@@H:29]([C:31]2[CH:36]=[CH:35][C:34]([F:37])=[CH:33][CH:32]=2)[OH:30])=[CH:11][CH:10]=1)C1C=CC=CC=1. The catalyst is C(O)C.[Pd]. The product is [F:25][C:22]1[CH:21]=[CH:20][C:19]([N:18]2[C@H:15]([C:12]3[CH:11]=[CH:10][C:9]([OH:8])=[CH:14][CH:13]=3)[C@@H:16]([CH2:27][CH2:28][C@@H:29]([C:31]3[CH:32]=[CH:33][C:34]([F:37])=[CH:35][CH:36]=3)[OH:30])[C:17]2=[O:26])=[CH:24][CH:23]=1. The yield is 0.560. (2) The catalyst is CN(C=O)C. The yield is 0.810. The product is [CH2:22]([N:8]1[C:9]2[C:5](=[CH:4][C:3]([O:2][CH3:1])=[CH:11][CH:10]=2)[C:6](=[O:13])[C:7]1=[O:12])[C:19]1[CH:20]=[CH:21][CH:16]=[CH:17][CH:18]=1. The reactants are [CH3:1][O:2][C:3]1[CH:4]=[C:5]2[C:9](=[CH:10][CH:11]=1)[NH:8][C:7](=[O:12])[C:6]2=[O:13].[H-].[Na+].[CH:16]1[CH:21]=[CH:20][C:19]([CH2:22]Br)=[CH:18][CH:17]=1.O. (3) The reactants are [C:1](#[N:4])[CH:2]=[CH2:3].[C:5]1([CH:11]2[CH2:16][CH2:15][NH:14][CH2:13][CH2:12]2)[CH:10]=[CH:9][CH:8]=[CH:7][CH:6]=1. The catalyst is CCO. The product is [C:5]1([CH:11]2[CH2:12][CH2:13][N:14]([CH2:3][CH2:2][C:1]#[N:4])[CH2:15][CH2:16]2)[CH:10]=[CH:9][CH:8]=[CH:7][CH:6]=1. The yield is 0.990. (4) The reactants are [OH:1][CH:2]1[CH2:7][CH2:6][CH2:5][NH:4][CH2:3]1.[C:8](O[C:8]([O:10][C:11]([CH3:14])([CH3:13])[CH3:12])=[O:9])([O:10][C:11]([CH3:14])([CH3:13])[CH3:12])=[O:9]. The catalyst is C(Cl)Cl. The product is [C:11]([O:10][C:8]([N:4]1[CH2:5][CH2:6][CH2:7][CH:2]([OH:1])[CH2:3]1)=[O:9])([CH3:14])([CH3:13])[CH3:12]. The yield is 1.00. (5) The reactants are Cl[C:2]1[N:10]=[C:9]2[C:5]([NH:6][CH:7]=[N:8]2)=[CH:4][N:3]=1.[C:11]([CH2:13][C:14]1[CH:19]=[CH:18][C:17](B(O)O)=[CH:16][CH:15]=1)#[N:12].[C:23]([O-:26])([O-])=O.[K+].[K+]. The catalyst is COCCOC.C1C=CC([P]([Pd]([P](C2C=CC=CC=2)(C2C=CC=CC=2)C2C=CC=CC=2)([P](C2C=CC=CC=2)(C2C=CC=CC=2)C2C=CC=CC=2)[P](C2C=CC=CC=2)(C2C=CC=CC=2)C2C=CC=CC=2)(C2C=CC=CC=2)C2C=CC=CC=2)=CC=1. The product is [O:26]1[CH2:23][CH2:15][CH2:14][CH2:13][CH:11]1[N:8]1[CH:7]=[N:6][C:5]2[C:9]1=[N:10][CH:2]=[N:3][C:4]=2[C:17]1[CH:18]=[CH:19][C:14]([CH2:13][C:11]#[N:12])=[CH:15][CH:16]=1. The yield is 0.700. (6) The reactants are [OH:1][C:2]1[C:9]([C:10]2[S:11][CH:12]=[CH:13][CH:14]=2)=[CH:8][C:5]([CH:6]=[O:7])=[C:4]([O:15][CH3:16])[CH:3]=1.C1(P(C2C=CC=CC=2)C2C=CC=CC=2)C=CC=CC=1.N([C:43]([O:45][CH2:46][CH3:47])=O)=N[C:43]([O:45][CH2:46][CH3:47])=O.[O:48]1CC[CH2:50][CH2:49]1. No catalyst specified. The product is [CH3:16][O:15][C:4]1[CH:3]=[C:2]([O:1][CH2:50][CH2:49][O:48][CH2:47][CH2:46][O:45][CH3:43])[C:9]([C:10]2[S:11][CH:12]=[CH:13][CH:14]=2)=[CH:8][C:5]=1[CH:6]=[O:7]. The yield is 0.450. (7) The reactants are [Cl:1][C:2]1[CH:7]=[CH:6][N:5]=[C:4]([CH2:8][C:9]([C:11]2[CH:16]=[CH:15][C:14]([F:17])=[CH:13][CH:12]=2)=O)[CH:3]=1.Cl.[NH2:19][OH:20].[OH-].[Na+]. The catalyst is CO. The product is [Cl:1][C:2]1[CH:7]=[CH:6][N:5]=[C:4]([CH2:8][C:9]([C:11]2[CH:16]=[CH:15][C:14]([F:17])=[CH:13][CH:12]=2)=[N:19][OH:20])[CH:3]=1. The yield is 0.840. (8) The reactants are Cl[C:2]1[CH:7]=[CH:6][CH:5]=[CH:4][N:3]=1.[NH:8]1[CH2:13][CH2:12][CH:11]([NH:14][C:15](=[O:21])[O:16][C:17]([CH3:20])([CH3:19])[CH3:18])[CH2:10][CH2:9]1.CCOC(C)=O. The catalyst is CS(C)=O. The product is [N:3]1[CH:4]=[CH:5][CH:6]=[CH:7][C:2]=1[N:8]1[CH2:9][CH2:10][CH:11]([NH:14][C:15](=[O:21])[O:16][C:17]([CH3:19])([CH3:18])[CH3:20])[CH2:12][CH2:13]1. The yield is 0.270. (9) The reactants are [CH:1]1([C:6]2([CH2:14][CH2:15][C:16]3[CH:21]=[CH:20][C:19]([O:22][CH3:23])=[CH:18][C:17]=3[O:24][CH3:25])[O:11][C:10](=[O:12])[CH2:9][C:8](=[O:13])[CH2:7]2)[CH2:5][CH2:4][CH2:3][CH2:2]1.C([O-])(O)=O.[Na+].C(Cl)[Cl:32]. No catalyst specified. The product is [Cl:32][C:20]1[C:19]([O:22][CH3:23])=[CH:18][C:17]([O:24][CH3:25])=[C:16]([CH2:15][CH2:14][C:6]2([CH:1]3[CH2:5][CH2:4][CH2:3][CH2:2]3)[O:11][C:10](=[O:12])[CH2:9][C:8](=[O:13])[CH2:7]2)[CH:21]=1. The yield is 0.440. (10) The reactants are [CH2:1]([NH:8][CH:9]1[CH2:14][CH2:13][C:12](=[O:15])[CH2:11][CH2:10]1)[C:2]1[CH:7]=[CH:6][CH:5]=[CH:4][CH:3]=1.[C-:16]#[N:17].[Na+].C([O-])(O)=O.[Na+]. The catalyst is CCOCC.O. The product is [CH2:1]([NH:8][CH:9]1[CH2:14][CH2:13][C:12]([OH:15])([C:16]#[N:17])[CH2:11][CH2:10]1)[C:2]1[CH:7]=[CH:6][CH:5]=[CH:4][CH:3]=1. The yield is 0.850.